From a dataset of Forward reaction prediction with 1.9M reactions from USPTO patents (1976-2016). Predict the product of the given reaction. Given the reactants F[P-](F)(F)(F)(F)F.CN([C:11](N(C)C)=[N+:12]1[C:16]2C=CC(Cl)=C[C:15]=2[N+:14]([O-])=N1)C.[NH2:26][C:27]1[CH:32]=[CH:31][CH:30]=[CH:29][C:28]=1[NH:33][C:34](=[O:61])[C:35]1[CH:40]=[CH:39][C:38]([CH2:41][N:42]([CH2:55][CH2:56][CH2:57][N:58]([CH3:60])[CH3:59])[C:43]([NH:45][C:46]2[CH:51]=[CH:50][C:49]([C:52]([OH:54])=O)=[CH:48][CH:47]=2)=[O:44])=[CH:37][CH:36]=1.[CH3:62]NN(NC)CCN.C(N(CC)C(C)C)(C)C.C(=O)([O-])O.[Na+], predict the reaction product. The product is: [NH2:26][C:27]1[CH:32]=[CH:31][CH:30]=[CH:29][C:28]=1[NH:33][C:34](=[O:61])[C:35]1[CH:36]=[CH:37][C:38]([CH2:41][N:42]([CH2:55][CH2:56][CH2:57][N:58]([CH3:60])[CH3:59])[C:43]([NH:45][C:46]2[CH:51]=[CH:50][C:49]([C:52]([NH:14][CH2:15][CH2:16][N:12]([CH3:11])[CH3:62])=[O:54])=[CH:48][CH:47]=2)=[O:44])=[CH:39][CH:40]=1.